Dataset: Catalyst prediction with 721,799 reactions and 888 catalyst types from USPTO. Task: Predict which catalyst facilitates the given reaction. (1) Reactant: C(C1C=CC=[C:6]([CH2:10][C:11]2[CH:16]=[CH:15][CH:14]=[CH:13][CH:12]=2)[C:5]=1[OH:17])C=C.C(=O)([O-])[O-:19].[K+].[K+].[CH2:24](Br)[C:25]1[CH:30]=[CH:29][CH:28]=[CH:27][CH:26]=1.C(C1C=CC=C(CC2C=CC=CC=2)C=1[O:48][CH2:49][C:50]1[CH:55]=[CH:54][CH:53]=[CH:52][CH:51]=1)C=C. Product: [CH2:24]([C:15]1[C:16]([O:48][CH2:49][C:50]2[CH:55]=[CH:54][CH:53]=[CH:52][CH:51]=2)=[C:11]([CH2:10][CH:6]([OH:19])[CH2:5][OH:17])[CH:12]=[CH:13][CH:14]=1)[C:25]1[CH:30]=[CH:29][CH:28]=[CH:27][CH:26]=1. The catalyst class is: 682. (2) Reactant: [C:1]1([CH:7]=[CH:8][C:9](=[O:18])[CH:10]=[CH:11][C:12]2[CH:17]=[CH:16][CH:15]=[CH:14][CH:13]=2)[CH:6]=[CH:5][CH:4]=[CH:3][CH:2]=1. Product: [C:12]1([CH2:11][CH2:10][C:9](=[O:18])[CH2:8][CH2:7][C:1]2[CH:2]=[CH:3][CH:4]=[CH:5][CH:6]=2)[CH:17]=[CH:16][CH:15]=[CH:14][CH:13]=1. The catalyst class is: 153.